From a dataset of Full USPTO retrosynthesis dataset with 1.9M reactions from patents (1976-2016). Predict the reactants needed to synthesize the given product. (1) Given the product [CH3:1][O:2][C:3]([C:5]1[N:6]=[C:7]([NH:10][C:11](=[O:40])[C@@H:12]([NH:21][C:22](=[O:39])[C@@H:23]([C:32]2[CH:37]=[CH:36][C:35]([NH:38][C:48](=[O:50])[CH3:49])=[CH:34][CH:33]=2)[NH:24][C:25]([O:27][C:28]([CH3:30])([CH3:31])[CH3:29])=[O:26])[C@H:13]([C:15]2[CH:16]=[CH:17][CH:18]=[CH:19][CH:20]=2)[CH3:14])[S:8][CH:9]=1)=[O:4], predict the reactants needed to synthesize it. The reactants are: [CH3:1][O:2][C:3]([C:5]1[N:6]=[C:7]([NH:10][C:11](=[O:40])[C@@H:12]([NH:21][C:22](=[O:39])[C@@H:23]([C:32]2[CH:37]=[CH:36][C:35]([NH2:38])=[CH:34][CH:33]=2)[NH:24][C:25]([O:27][C:28]([CH3:31])([CH3:30])[CH3:29])=[O:26])[C@H:13]([C:15]2[CH:20]=[CH:19][CH:18]=[CH:17][CH:16]=2)[CH3:14])[S:8][CH:9]=1)=[O:4].C(N(CC)CC)C.[C:48](OC(=O)C)(=[O:50])[CH3:49]. (2) Given the product [NH2:1][C:4]1[CH:5]=[CH:6][C:7]([N:10]2[CH2:11][CH2:12][N:13]([CH:16]([OH:18])[CH3:17])[CH2:14][CH2:15]2)=[CH:8][CH:9]=1, predict the reactants needed to synthesize it. The reactants are: [N+:1]([C:4]1[CH:9]=[CH:8][C:7]([N:10]2[CH2:15][CH2:14][N:13]([CH:16]([OH:18])[CH3:17])[CH2:12][CH2:11]2)=[CH:6][CH:5]=1)([O-])=O.